From a dataset of Reaction yield outcomes from USPTO patents with 853,638 reactions. Predict the reaction yield, written as a fraction of the theoretical maximum amount of product (1.0 means a 100% yield; for example, 0.34 means a 34% yield). (1) The reactants are [O:1]=[C:2]1[NH:6][C@H:5]([C:7]([O:9][CH3:10])=[O:8])[CH2:4][CH2:3]1.C(N(CC)CC)C.[O:18](C(OC(C)(C)C)=O)[C:19]([O:21][C:22]([CH3:25])([CH3:24])[CH3:23])=O. The catalyst is C(Cl)Cl.CN(C1C=CN=CC=1)C. The product is [O:1]=[C:2]1[N:6]([C:19]([O:21][C:22]([CH3:25])([CH3:24])[CH3:23])=[O:18])[C@H:5]([C:7]([O:9][CH3:10])=[O:8])[CH2:4][CH2:3]1. The yield is 0.960. (2) The reactants are [CH3:1][O:2][CH:3]1[C:7]([C:8]2[CH:13]=[CH:12][C:11]([C:14]3[N:19]=[CH:18][CH:17]=[CH:16][N:15]=3)=[CH:10][CH:9]=2)=[CH:6][CH:5]([O:20][CH3:21])[O:4]1.C([O-])=O.[NH4+]. The catalyst is CO.[Pd]. The product is [CH3:1][O:2][CH:3]1[CH:7]([C:8]2[CH:13]=[CH:12][C:11]([C:14]3[N:15]=[CH:16][CH:17]=[CH:18][N:19]=3)=[CH:10][CH:9]=2)[CH2:6][CH:5]([O:20][CH3:21])[O:4]1. The yield is 0.850. (3) The reactants are [OH:1][C@H:2]1[CH2:7][CH2:6][C@@H:5]([NH:8][C:9]2[C:14]([C:15]#[N:16])=[CH:13][N:12]=[C:11](S(C)(=O)=O)[N:10]=2)[CH2:4][C:3]1([CH3:22])[CH3:21].[NH2:23][CH2:24][CH2:25][C:26]1[CH:27]=[N+:28]([O-:33])[CH:29]=[C:30]([Cl:32])[CH:31]=1.CCN(C(C)C)C(C)C. The catalyst is C1COCC1. The product is [Cl:32][C:30]1[CH:29]=[N+:28]([O-:33])[CH:27]=[C:26]([CH2:25][CH2:24][NH:23][C:11]2[N:10]=[C:9]([NH:8][C@@H:5]3[CH2:6][CH2:7][C@H:2]([OH:1])[C:3]([CH3:22])([CH3:21])[CH2:4]3)[C:14]([C:15]#[N:16])=[CH:13][N:12]=2)[CH:31]=1. The yield is 0.220. (4) The reactants are [CH3:1][O:2][C:3]1[CH:4]=[C:5]([CH:8]=[CH:9][CH:10]=1)[CH2:6][Cl:7].[C:11]1([P:17]([C:24]2[CH:29]=[CH:28][CH:27]=[CH:26][CH:25]=2)[C:18]2[CH:23]=[CH:22][CH:21]=[CH:20][CH:19]=2)[CH:16]=[CH:15][CH:14]=[CH:13][CH:12]=1. The catalyst is CN(C)C=O. The product is [Cl-:7].[CH3:1][O:2][C:3]1[CH:4]=[C:5]([CH:8]=[CH:9][CH:10]=1)[CH2:6][P+:17]([C:18]1[CH:19]=[CH:20][CH:21]=[CH:22][CH:23]=1)([C:24]1[CH:29]=[CH:28][CH:27]=[CH:26][CH:25]=1)[C:11]1[CH:12]=[CH:13][CH:14]=[CH:15][CH:16]=1. The yield is 0.610. (5) The reactants are [S:1]1[CH:5]=[CH:4][C:3](/[CH:6]=[CH:7]\[CH2:8][CH2:9][CH2:10][CH2:11][CH2:12][O:13][C:14]2[CH:15]=[C:16]([C:20]([NH2:22])=[O:21])[CH:17]=[CH:18][CH:19]=2)=[CH:2]1. The catalyst is CO.[Pd]. The product is [S:1]1[CH:5]=[CH:4][C:3]([CH2:6][CH2:7][CH2:8][CH2:9][CH2:10][CH2:11][CH2:12][O:13][C:14]2[CH:15]=[C:16]([C:20]([NH2:22])=[O:21])[CH:17]=[CH:18][CH:19]=2)=[CH:2]1. The yield is 0.480. (6) The reactants are [Br:1][C:2]1[CH:7]=[CH:6][C:5]([CH2:8][CH2:9][NH2:10])=[CH:4][CH:3]=1.C(N(CC)CC)C.[F:18][C:19]([F:30])([F:29])[C:20](O[C:20](=[O:21])[C:19]([F:30])([F:29])[F:18])=[O:21]. The catalyst is ClCCl. The product is [Br:1][C:2]1[CH:7]=[CH:6][C:5]([CH2:8][CH2:9][NH:10][C:20](=[O:21])[C:19]([F:30])([F:29])[F:18])=[CH:4][CH:3]=1. The yield is 0.660.